Regression/Classification. Given a drug SMILES string, predict its absorption, distribution, metabolism, or excretion properties. Task type varies by dataset: regression for continuous measurements (e.g., permeability, clearance, half-life) or binary classification for categorical outcomes (e.g., BBB penetration, CYP inhibition). For this dataset (lipophilicity_astrazeneca), we predict Y. From a dataset of Experimental lipophilicity measurements (octanol/water distribution) for 4,200 compounds from AstraZeneca. (1) The drug is CCCN(CCC)S(=O)(=O)c1ccc(C(=O)O)cc1. The Y is 0.0300 logD. (2) The drug is Cc1cc(Nc2cnc(C#N)c(N[C@@H](C)c3ncc(F)cn3)n2)n[nH]1. The Y is 1.96 logD. (3) The compound is c1ccc(Nc2cc(Nc3ccccc3)[nH]n2)cc1. The Y is 3.80 logD.